Task: Predict the reactants needed to synthesize the given product.. Dataset: Full USPTO retrosynthesis dataset with 1.9M reactions from patents (1976-2016) Given the product [C:1]([C:3]1[CH:8]=[CH:7][CH:6]=[CH:5][C:4]=1[C:9]1[CH:14]=[CH:13][C:12]([CH2:15][C:16]2[C:17](=[O:39])[N:18]([C@H:28]3[CH2:29][CH2:30][C@H:31]([O:34][CH2:35][C:36]([N:43]([O:42][CH3:41])[CH3:44])=[O:37])[CH2:32][CH2:33]3)[C:19]3[N:20]([N:25]=[CH:26][N:27]=3)[C:21]=2[CH2:22][CH2:23][CH3:24])=[CH:11][CH:10]=1)#[N:2], predict the reactants needed to synthesize it. The reactants are: [C:1]([C:3]1[CH:8]=[CH:7][CH:6]=[CH:5][C:4]=1[C:9]1[CH:14]=[CH:13][C:12]([CH2:15][C:16]2[C:17](=[O:39])[N:18]([C@H:28]3[CH2:33][CH2:32][C@H:31]([O:34][CH2:35][C:36](O)=[O:37])[CH2:30][CH2:29]3)[C:19]3[N:20]([N:25]=[CH:26][N:27]=3)[C:21]=2[CH2:22][CH2:23][CH3:24])=[CH:11][CH:10]=1)#[N:2].Cl.[CH3:41][O:42][NH:43][CH3:44].ON1C2C=CC=CC=2N=N1.Cl.C(N=C=NCCCN(C)C)C.